From a dataset of Retrosynthesis with 50K atom-mapped reactions and 10 reaction types from USPTO. Predict the reactants needed to synthesize the given product. (1) Given the product CC(=O)Nc1cccc(C(O)CN(C)Cc2sc3c(=O)c(C(=O)NCc4ccc(Cl)cc4)cn(C)c3c2C)c1, predict the reactants needed to synthesize it. The reactants are: CNCC(O)c1cccc(NC(C)=O)c1.Cc1c(CCl)sc2c(=O)c(C(=O)NCc3ccc(Cl)cc3)cn(C)c12. (2) The reactants are: BrCCc1ccccc1.c1c[nH]cn1. Given the product c1ccc(CCn2ccnc2)cc1, predict the reactants needed to synthesize it. (3) Given the product CCN(CC)CCNc1cccc(Nc2ncc(C)c(-c3sc(SC)c(C#N)c3C3CCCCC3)n2)c1, predict the reactants needed to synthesize it. The reactants are: CCN(CC)CCBr.CSc1sc(-c2nc(Nc3cccc(N)c3)ncc2C)c(C2CCCCC2)c1C#N. (4) Given the product CCOC(=O)CCc1cn(CC(=O)N(C)CCc2ccccc2)c2ccc(OCc3ccccc3)cc12, predict the reactants needed to synthesize it. The reactants are: CCOC(=O)C=Cc1cn(CC(=O)N(C)CCc2ccccc2)c2ccc(OCc3ccccc3)cc12. (5) The reactants are: CC(C)(C)OC(=O)OC(=O)OC(C)(C)C.NCCCCCCCCCCCCN. Given the product CC(C)(C)OC(=O)NCCCCCCCCCCCCN, predict the reactants needed to synthesize it. (6) The reactants are: COC(=O)c1sccc1N.O=S(=O)(Cl)c1ccc(C(F)(F)F)cc1. Given the product COC(=O)c1sccc1NS(=O)(=O)c1ccc(C(F)(F)F)cc1, predict the reactants needed to synthesize it.